Dataset: Forward reaction prediction with 1.9M reactions from USPTO patents (1976-2016). Task: Predict the product of the given reaction. (1) Given the reactants [CH3:1][O:2][C:3]1[CH:4]=[C:5](B(O)O)[CH:6]=[CH:7][CH:8]=1.Br[C:13]1[CH:14]=[C:15]([C:33]([OH:42])([C:38]([F:41])([F:40])[F:39])[C:34]([F:37])([F:36])[F:35])[CH:16]=[CH:17][C:18]=1[N:19]1[CH2:24][CH2:23][N:22]([S:25]([C:28]2[S:29][CH:30]=[CH:31][CH:32]=2)(=[O:27])=[O:26])[CH2:21][CH2:20]1, predict the reaction product. The product is: [F:41][C:38]([F:39])([F:40])[C:33]([C:15]1[CH:16]=[C:17]([C:5]2[CH:6]=[CH:7][CH:8]=[C:3]([O:2][CH3:1])[CH:4]=2)[C:18]([N:19]2[CH2:24][CH2:23][N:22]([S:25]([C:28]3[S:29][CH:30]=[CH:31][CH:32]=3)(=[O:26])=[O:27])[CH2:21][CH2:20]2)=[CH:13][CH:14]=1)([OH:42])[C:34]([F:37])([F:36])[F:35]. (2) Given the reactants COC(OC)[N:4]([CH3:6])[CH3:5].[CH3:9][C:10]1[CH:11]=[CH:12][N:13]=C2[C:24](=[O:25])[C:23]3[CH:22]=[CH:21][CH:20]=[CH:19][C:18]=3[C:16](=O)[C:15]=12.[Cl-].[NH4+].C(O)(=O)C, predict the reaction product. The product is: [CH:20]1[CH:21]=[CH:22][C:23]2[C:24](=[O:25])[C:5]3[C:15]4[C:10]([CH:9]=[CH:6][N:4]=3)=[CH:11][CH:12]=[N:13][C:16]=4[C:18]=2[CH:19]=1. (3) Given the reactants [CH3:1][S:2]([C:5]1[CH:6]=[CH:7][C:8]([O:14][CH:15]([CH3:20])[C:16]([F:19])([F:18])[F:17])=[C:9]([CH:13]=1)[C:10]([OH:12])=O)(=[O:4])=[O:3].Cl.[N:22]1[CH:27]=[CH:26][CH:25]=[CH:24][C:23]=1[S:28]([C:31]1[S:35][C:34]([N:36]2[CH2:41][CH2:40][NH:39][CH2:38][CH2:37]2)=[N:33][CH:32]=1)(=[O:30])=[O:29], predict the reaction product. The product is: [CH3:1][S:2]([C:5]1[CH:6]=[CH:7][C:8]([O:14][CH:15]([CH3:20])[C:16]([F:19])([F:18])[F:17])=[C:9]([C:10]([N:39]2[CH2:38][CH2:37][N:36]([C:34]3[S:35][C:31]([S:28]([C:23]4[CH:24]=[CH:25][CH:26]=[CH:27][N:22]=4)(=[O:30])=[O:29])=[CH:32][N:33]=3)[CH2:41][CH2:40]2)=[O:12])[CH:13]=1)(=[O:3])=[O:4]. (4) Given the reactants [H-].[Na+].[CH3:3][C:4]1([CH3:22])[NH:8][C:7](=[O:9])[N:6]([C:10]2[CH:15]=[CH:14][C:13]([O:16][C:17]([F:20])([F:19])[F:18])=[CH:12][CH:11]=2)[C:5]1=[O:21].[Br:23][C:24]1[CH:29]=[C:28]([CH2:30]Br)[CH:27]=[CH:26][N:25]=1.O.C(#N)C, predict the reaction product. The product is: [CH3:3][C:4]1([CH3:22])[N:8]([CH2:30][C:28]2[CH:27]=[CH:26][N:25]=[C:24]([Br:23])[CH:29]=2)[C:7](=[O:9])[N:6]([C:10]2[CH:15]=[CH:14][C:13]([O:16][C:17]([F:20])([F:19])[F:18])=[CH:12][CH:11]=2)[C:5]1=[O:21]. (5) The product is: [NH2:17][C:16]1[N:15]=[CH:14][N:13]=[C:12]2[N:8]([C:5]3[CH:4]=[C:3]([NH:28][C:23]([C:19]4[S:18][CH:22]=[CH:21][CH:20]=4)=[O:25])[CH:2]=[CH:7][CH:6]=3)[N:9]=[CH:10][C:11]=12. Given the reactants N[C:2]1[CH:7]=[CH:6][C:5]([N:8]2[C:12]3=[N:13][CH:14]=[N:15][C:16]([NH2:17])=[C:11]3[CH:10]=[N:9]2)=[CH:4][CH:3]=1.[S:18]1[CH:22]=[CH:21][CH:20]=[C:19]1[C:23]([OH:25])=O.Cl.C[N:28](C)CCCN=C=NCC.ON1C2C=CC=CC=2N=N1, predict the reaction product. (6) The product is: [CH:23]1([NH:26][C:27]([NH:29][C:30]2[CH:35]=[CH:34][C:33]([C:2]3[N:11]=[CH:10][C:9]4[N:8]([CH2:12][C:13]([F:16])([F:15])[F:14])[C:7](=[O:17])[C:6]5([CH3:22])[CH2:18][O:19][CH2:20][CH2:21][N:5]5[C:4]=4[N:3]=3)=[CH:32][CH:31]=2)=[O:28])[CH2:25][CH2:24]1. Given the reactants Cl[C:2]1[N:11]=[CH:10][C:9]2[N:8]([CH2:12][C:13]([F:16])([F:15])[F:14])[C:7](=[O:17])[C:6]3([CH3:22])[CH2:18][O:19][CH2:20][CH2:21][N:5]3[C:4]=2[N:3]=1.[CH:23]1([NH:26][C:27]([NH:29][C:30]2[CH:35]=[CH:34][C:33](B3OC(C)(C)C(C)(C)O3)=[CH:32][CH:31]=2)=[O:28])[CH2:25][CH2:24]1.C([O-])(O)=O.[Na+], predict the reaction product. (7) Given the reactants [ClH:1].[N:2]12[CH2:9][CH2:8][CH:5]([CH2:6][CH2:7]1)[C@@H:4]([NH:10][C:11]([C:13]1[S:14][C:15]3[CH:21]=[C:20](Br)[CH:19]=[CH:18][C:16]=3[CH:17]=1)=[O:12])[CH2:3]2.[CH:23]([C:25]1[CH:26]=[C:27](B(O)O)[CH:28]=[CH:29][CH:30]=1)=[O:24].C(=O)([O-])[O-].[Na+].[Na+], predict the reaction product. The product is: [ClH:1].[N:2]12[CH2:9][CH2:8][CH:5]([CH2:6][CH2:7]1)[C@@H:4]([NH:10][C:11]([C:13]1[S:14][C:15]3[CH:21]=[C:20]([C:29]4[CH:28]=[CH:27][CH:26]=[C:25]([CH:23]=[O:24])[CH:30]=4)[CH:19]=[CH:18][C:16]=3[CH:17]=1)=[O:12])[CH2:3]2. (8) Given the reactants [NH2:1][C:2]1[C:10]2[C:9]([C:11]3[CH:16]=[CH:15][C:14]([Cl:17])=[C:13]([Cl:18])[CH:12]=3)=[N:8][C:7](S(C)=O)=[N:6][C:5]=2[S:4][C:3]=1[C:22]([NH2:24])=[O:23].[NH2:25][CH2:26][C@@H:27]([OH:29])[CH3:28], predict the reaction product. The product is: [OH:29][C@@H:27]([CH3:28])[CH2:26][NH:25][C:7]1[N:8]=[C:9]([C:11]2[CH:16]=[CH:15][C:14]([Cl:17])=[C:13]([Cl:18])[CH:12]=2)[C:10]2[C:2]([NH2:1])=[C:3]([C:22]([NH2:24])=[O:23])[S:4][C:5]=2[N:6]=1. (9) The product is: [C:25]([OH:32])(=[O:31])/[CH:26]=[CH:27]\[C:28]([OH:30])=[O:29].[C:25]([OH:32])(=[O:31])/[CH:26]=[CH:27]\[C:28]([OH:30])=[O:29].[CH:1]([N:4]1[CH2:9][CH2:8][N:7]([C:10]([C:12]2[CH:17]=[CH:16][C:15]([CH2:18][N:19]3[CH2:24][CH2:23][CH2:22][CH2:21][CH2:20]3)=[CH:14][CH:13]=2)=[O:11])[CH2:6][CH2:5]1)([CH3:3])[CH3:2]. Given the reactants [CH:1]([N:4]1[CH2:9][CH2:8][N:7]([C:10]([C:12]2[CH:17]=[CH:16][C:15]([CH2:18][N:19]3[CH2:24][CH2:23][CH2:22][CH2:21][CH2:20]3)=[CH:14][CH:13]=2)=[O:11])[CH2:6][CH2:5]1)([CH3:3])[CH3:2].[C:25]([OH:32])(=[O:31])/[CH:26]=[CH:27]\[C:28]([OH:30])=[O:29], predict the reaction product.